Predict the reaction yield, written as a fraction of the theoretical maximum amount of product (1.0 means a 100% yield; for example, 0.34 means a 34% yield). From a dataset of Reaction yield outcomes from USPTO patents with 853,638 reactions. (1) The reactants are [I:1][C:2]1[CH:3]=[C:4]2[C:8](=[CH:9][CH:10]=1)[NH:7][C:6](=[O:11])[C:5]2=O.[CH2:13]([C:20]1[CH:38]=[CH:37][C:23]([C:24]([NH:26][C:27]2[CH:32]=[CH:31][C:30]([C:33]([NH:35][NH2:36])=[O:34])=[CH:29][CH:28]=2)=[O:25])=[CH:22][CH:21]=1)[CH2:14][CH2:15][CH2:16][CH2:17][CH2:18][CH3:19]. The catalyst is C(O)(=O)C. The product is [CH2:13]([C:20]1[CH:38]=[CH:37][C:23]([C:24]([NH:26][C:27]2[CH:28]=[CH:29][C:30]([C:33]([NH:35][N:36]=[C:5]3[C:4]4[C:8](=[CH:9][CH:10]=[C:2]([I:1])[CH:3]=4)[NH:7][C:6]3=[O:11])=[O:34])=[CH:31][CH:32]=2)=[O:25])=[CH:22][CH:21]=1)[CH2:14][CH2:15][CH2:16][CH2:17][CH2:18][CH3:19]. The yield is 0.910. (2) The reactants are C[O:2][C:3]1[C:8]([CH3:9])=[CH:7][C:6]([S:10]([N:13]2[CH:26]([CH3:27])[C:25]3[C:20](=[CH:21][CH:22]=[CH:23][CH:24]=3)[C:19]3[CH:18]=[CH:17][CH:16]=[CH:15][C:14]2=3)(=[O:12])=[O:11])=[CH:5][C:4]=1[CH3:28].C1CCCCC=1.B(Br)(Br)Br.ClCCl. No catalyst specified. The product is [CH3:9][C:8]1[CH:7]=[C:6]([S:10]([N:13]2[CH:26]([CH3:27])[C:25]3[C:20](=[CH:21][CH:22]=[CH:23][CH:24]=3)[C:19]3[CH:18]=[CH:17][CH:16]=[CH:15][C:14]2=3)(=[O:12])=[O:11])[CH:5]=[C:4]([CH3:28])[C:3]=1[OH:2]. The yield is 0.820.